This data is from PAMPA (Parallel Artificial Membrane Permeability Assay) permeability data from NCATS. The task is: Regression/Classification. Given a drug SMILES string, predict its absorption, distribution, metabolism, or excretion properties. Task type varies by dataset: regression for continuous measurements (e.g., permeability, clearance, half-life) or binary classification for categorical outcomes (e.g., BBB penetration, CYP inhibition). Dataset: pampa_ncats. (1) The molecule is COC1=C(C=C2C(C3COC(=O)C3CC2=C1)C4=CC(=C(C=C4)O)OC)O. The result is 1 (high permeability). (2) The compound is CC1=C(C=C(C=C1)Cl)NS(=O)(=O)C2=C(C=C3C(=C2)CCC(=O)N3)F. The result is 1 (high permeability). (3) The molecule is C1CCC(C1)C(=O)NC[C@H]2CN3C(=NC=C3C4=CC=C(C=C4)Cl)CO2. The result is 1 (high permeability). (4) The drug is CC1=C(C=CC(=C1)NC2=CC(=NC3=NC(=NN23)C)C)Br. The result is 1 (high permeability).